Dataset: Reaction yield outcomes from USPTO patents with 853,638 reactions. Task: Predict the reaction yield, written as a fraction of the theoretical maximum amount of product (1.0 means a 100% yield; for example, 0.34 means a 34% yield). (1) The reactants are Cl.[NH2:2][CH2:3][C:4]1[CH:13]=[CH:12][CH:11]=[C:10]2[C:5]=1[C:6](=[O:23])[N:7]([CH:15]1[CH2:20][CH2:19][C:18](=[O:21])[NH:17][C:16]1=[O:22])[C:8]([CH3:14])=[N:9]2.[CH:24]1([C:27](Cl)=[O:28])[CH2:26][CH2:25]1.C(N(CC)C(C)C)(C)C. The catalyst is C(#N)C. The product is [O:22]=[C:16]1[CH:15]([N:7]2[C:6](=[O:23])[C:5]3[C:10](=[CH:11][CH:12]=[CH:13][C:4]=3[CH2:3][NH:2][C:27]([CH:24]3[CH2:26][CH2:25]3)=[O:28])[N:9]=[C:8]2[CH3:14])[CH2:20][CH2:19][C:18](=[O:21])[NH:17]1. The yield is 0.540. (2) The reactants are [C:1]([C:3]1[CH:4]=[C:5]([CH:20]=[CH:21][CH:22]=1)[C:6]([NH:8][NH:9][C:10]1[CH:19]=[CH:18][C:13]([C:14]([O:16][CH3:17])=[O:15])=[CH:12][CH:11]=1)=[O:7])#[N:2].[C:23](N1C=CN=C1)(N1C=CN=C1)=[O:24].C(OCC)(=O)C.ClCCl. The catalyst is ClC(Cl)C. The product is [C:1]([C:3]1[CH:4]=[C:5]([C:6]2[O:7][C:23](=[O:24])[N:9]([C:10]3[CH:19]=[CH:18][C:13]([C:14]([O:16][CH3:17])=[O:15])=[CH:12][CH:11]=3)[N:8]=2)[CH:20]=[CH:21][CH:22]=1)#[N:2]. The yield is 0.980. (3) The reactants are [CH3:1][O:2][C:3]([NH:5][C@H:6]([C:10]([N:12]1[C@@H:16]([CH3:17])[CH2:15][CH2:14][C@H:13]1[C:18]1[NH:22][C:21]2[C:23]3[C:28]([CH:29]=[CH:30][C:20]=2[N:19]=1)=[CH:27][C:26]1[C:31]2[C:36]([CH2:37][O:38][C:25]=1[CH:24]=3)=[CH:35][C:34]([C:39]1[NH:43][C:42]([C@@H:44]3[CH2:48][C@H:47]([CH2:49][O:50][CH3:51])[CH2:46][N:45]3C(OC(C)(C)C)=O)=[N:41][CH:40]=1)=[CH:33][CH:32]=2)=[O:11])[CH:7]([CH3:9])[CH3:8])=[O:4].[CH3:59][O:60][C:61]([NH:63][C@H:64]([C:68]1[CH:73]=[CH:72][CH:71]=[CH:70][CH:69]=1)[C:65]([OH:67])=O)=[O:62].CCOC(C(C#N)=NOC(N1CCOCC1)=[N+](C)C)=O.F[P-](F)(F)(F)(F)F.C(N(C(C)C)CC)(C)C. The catalyst is Cl.CCO. The product is [CH3:1][O:2][C:3](=[O:4])[NH:5][C@@H:6]([CH:7]([CH3:9])[CH3:8])[C:10]([N:12]1[C@@H:16]([CH3:17])[CH2:15][CH2:14][C@H:13]1[C:18]1[NH:22][C:21]2[C:23]3[C:28]([CH:29]=[CH:30][C:20]=2[N:19]=1)=[CH:27][C:26]1[C:31]2[C:36]([CH2:37][O:38][C:25]=1[CH:24]=3)=[CH:35][C:34]([C:39]1[NH:43][C:42]([C@@H:44]3[CH2:48][C@H:47]([CH2:49][O:50][CH3:51])[CH2:46][N:45]3[C:65](=[O:67])[C@H:64]([NH:63][C:61]([O:60][CH3:59])=[O:62])[C:68]3[CH:73]=[CH:72][CH:71]=[CH:70][CH:69]=3)=[N:41][CH:40]=1)=[CH:33][CH:32]=2)=[O:11]. The yield is 0.390. (4) The reactants are [NH2:1][C:2]1[O:15][C:14]2[C:13]3[C:8](=[CH:9][CH:10]=[C:11]([NH2:16])[N:12]=3)[CH:7]=[CH:6][C:5]=2[CH:4]([C:17]2[CH:22]=[C:21]([O:23][CH3:24])[C:20]([O:25][CH3:26])=[C:19]([Br:27])[CH:18]=2)[C:3]=1[C:28]#[N:29].[CH2:30]([N:32]=[C:33]=[O:34])[CH3:31]. The catalyst is C(#N)C. The product is [NH2:1][C:2]1[O:15][C:14]2[C:13]3[C:8](=[CH:9][CH:10]=[C:11]([NH:16][C:33]([NH:32][CH2:30][CH3:31])=[O:34])[N:12]=3)[CH:7]=[CH:6][C:5]=2[CH:4]([C:17]2[CH:22]=[C:21]([O:23][CH3:24])[C:20]([O:25][CH3:26])=[C:19]([Br:27])[CH:18]=2)[C:3]=1[C:28]#[N:29]. The yield is 0.730. (5) The reactants are Cl.[F:2][C:3]1[CH:8]=[CH:7][C:6]([S:9]([C:12](CC2C=CC(C3SC=CN=3)=CC=2)([NH2:24])[C:13]2[N:18]=[C:17]([NH:19][CH2:20][C:21]([OH:23])=[O:22])[CH:16]=[CH:15][CH:14]=2)(=[O:11])=[O:10])=[CH:5][CH:4]=1.Cl.N1C=CC=C(S(C(N[CH2:60][C:61]2[CH:66]=[CH:65][C:64]([C:67]3[S:68][CH:69]=[CH:70][N:71]=3)=[CH:63][CH:62]=2)C2N=C(NCC(O)=O)C=CC=2)(=O)=O)C=1. No catalyst specified. The product is [F:2][C:3]1[CH:8]=[CH:7][C:6]([S:9]([CH:12]([NH:24][CH2:60][C:61]2[CH:62]=[CH:63][C:64]([C:67]3[S:68][CH:69]=[CH:70][N:71]=3)=[CH:65][CH:66]=2)[C:13]2[N:18]=[C:17]([NH:19][CH2:20][C:21]([OH:23])=[O:22])[CH:16]=[CH:15][CH:14]=2)(=[O:11])=[O:10])=[CH:5][CH:4]=1. The yield is 0.950. (6) The reactants are C([O:8][C@H:9]([C:11]1[N:15]([CH2:16][CH2:17][CH3:18])[C:14](=[O:19])[N:13]([CH2:20][C:21]2[CH:26]=[CH:25][C:24]([CH3:27])=[CH:23][CH:22]=2)[N:12]=1)[CH3:10])C1C=CC=CC=1.C(O)(=O)C. The catalyst is [Pd].C(O)C. The product is [OH:8][C@H:9]([C:11]1[N:15]([CH2:16][CH2:17][CH3:18])[C:14](=[O:19])[N:13]([CH2:20][C:21]2[CH:22]=[CH:23][C:24]([CH3:27])=[CH:25][CH:26]=2)[N:12]=1)[CH3:10]. The yield is 0.990. (7) The reactants are [CH3:1][C:2]1[N:11]=[C:10]([N:12]([C:14]2[CH:19]=[CH:18][C:17]([N+:20]([O-])=O)=[CH:16][CH:15]=2)[CH3:13])[C:9]2[C:4](=[CH:5][CH:6]=[CH:7][CH:8]=2)[N:3]=1. The yield is 0.780. The product is [NH2:20][C:17]1[CH:18]=[CH:19][C:14]([N:12]([C:10]2[C:9]3[C:4](=[CH:5][CH:6]=[CH:7][CH:8]=3)[N:3]=[C:2]([CH3:1])[N:11]=2)[CH3:13])=[CH:15][CH:16]=1. The catalyst is C(OCC)(=O)C.[Pd]. (8) The reactants are [CH3:1][C:2]([CH3:6])(O)[C:3]#[N:4].[NH:7]1[CH2:12][CH2:11][O:10][CH2:9][CH2:8]1. The catalyst is CC(C)=O. The product is [CH3:1][C:2]([N:7]1[CH2:12][CH2:11][O:10][CH2:9][CH2:8]1)([CH3:6])[C:3]#[N:4]. The yield is 1.00. (9) The reactants are [C:1]([O:5][C:6]([NH:8][CH2:9][CH2:10][CH2:11][C:12]([O:14]C)=O)=[O:7])([CH3:4])([CH3:3])[CH3:2].[NH2:16][NH2:17].O. The yield is 0.900. The catalyst is CO. The product is [NH:16]([C:12](=[O:14])[CH2:11][CH2:10][CH2:9][NH:8][C:6](=[O:7])[O:5][C:1]([CH3:4])([CH3:3])[CH3:2])[NH2:17]. (10) The reactants are [OH-].[Na+].[CH3:3][N:4]([CH3:32])[C@@H:5]1[CH2:9][CH2:8][N:7]([C:10]2[N:15]=[C:14]([CH3:16])[C:13]([CH:17]([CH2:22][CH2:23][CH3:24])[C:18]([O:20]C)=[O:19])=[C:12]([C:25]3[CH:30]=[CH:29][C:28]([CH3:31])=[CH:27][CH:26]=3)[N:11]=2)[CH2:6]1. The catalyst is CO. The product is [CH3:32][N:4]([CH3:3])[C@H:5]1[CH2:9][CH2:8][N:7]([C:10]2[N:15]=[C:14]([CH3:16])[C:13]([CH:17]([CH2:22][CH2:23][CH3:24])[C:18]([OH:20])=[O:19])=[C:12]([C:25]3[CH:26]=[CH:27][C:28]([CH3:31])=[CH:29][CH:30]=3)[N:11]=2)[CH2:6]1. The yield is 0.140.